Dataset: Retrosynthesis with 50K atom-mapped reactions and 10 reaction types from USPTO. Task: Predict the reactants needed to synthesize the given product. (1) Given the product CC(C)(C)C(=O)N1C(=O)[C@@](C)(C(=O)O)C[C@H]1Cc1ccc(-c2ccccc2)cc1, predict the reactants needed to synthesize it. The reactants are: CC(C)(C)C(=O)Cl.CC1(C(=O)O)CC(Cc2ccc(-c3ccccc3)cc2)NC1=O. (2) Given the product CC[C@@H](CN1CCOCC1)N1C(=O)[C@@H](CC(=O)O)C[C@H](c2cccc(Cl)c2)[C@H]1c1ccc(Cl)cc1, predict the reactants needed to synthesize it. The reactants are: CC[C@@H](CN1CCOCC1)N1C(=O)[C@@H](CC(=O)OC(C)(C)C)C[C@H](c2cccc(Cl)c2)[C@H]1c1ccc(Cl)cc1. (3) The reactants are: CCOC(=O)CN1CCC(Cc2ccccc2)C1=O. Given the product O=C(O)CN1CCC(Cc2ccccc2)C1=O, predict the reactants needed to synthesize it. (4) Given the product COC(=O)C(C)=Cc1ccc(F)c(OC)c1, predict the reactants needed to synthesize it. The reactants are: C=C(C)C(=O)OC.COc1cc(Br)ccc1F.